This data is from Catalyst prediction with 721,799 reactions and 888 catalyst types from USPTO. The task is: Predict which catalyst facilitates the given reaction. (1) Reactant: [OH-].[Na+].C1(S([N:12]2[C:20]3[C:15](=[CH:16][CH:17]=[CH:18][CH:19]=3)[C:14]([C:21]3[CH:26]=[CH:25][N:24]=[C:23]([NH:27][C@H:28]4[CH2:33][CH2:32][C@H:31]([OH:34])[CH2:30][CH2:29]4)[N:22]=3)=[CH:13]2)(=O)=O)C=CC=CC=1. Product: [NH:12]1[C:20]2[C:15](=[CH:16][CH:17]=[CH:18][CH:19]=2)[C:14]([C:21]2[CH:26]=[CH:25][N:24]=[C:23]([NH:27][C@H:28]3[CH2:29][CH2:30][C@H:31]([OH:34])[CH2:32][CH2:33]3)[N:22]=2)=[CH:13]1. The catalyst class is: 5. (2) Product: [N:18]1[CH:23]=[CH:22][CH:21]=[CH:20][C:19]=1[CH2:24][O:1][C:2]1[CH:3]=[C:4]2[C:8](=[CH:9][CH:10]=1)[CH2:7][C@H:6]([NH:11][S:12]([CH:15]([CH3:17])[CH3:16])(=[O:14])=[O:13])[CH2:5]2. The catalyst class is: 4. Reactant: [OH:1][C:2]1[CH:3]=[C:4]2[C:8](=[CH:9][CH:10]=1)[CH2:7][C@H:6]([NH:11][S:12]([CH:15]([CH3:17])[CH3:16])(=[O:14])=[O:13])[CH2:5]2.[N:18]1[CH:23]=[CH:22][CH:21]=[CH:20][C:19]=1[CH2:24]O.C1(P(C2C=CC=CC=2)C2C=CC=CC=2)C=CC=CC=1.N(C(OC(C)C)=O)=NC(OC(C)C)=O. (3) Reactant: C(N(C(C)C)CC)(C)C.[N:10]1([C:15]2[CH:16]=[C:17]([CH:21]=[CH:22][N:23]=2)[C:18]([OH:20])=O)[CH:14]=[CH:13][N:12]=[CH:11]1.CN(C(ON1N=NC2C=CC=CC1=2)=[N+](C)C)C.[B-](F)(F)(F)F.[NH2:46][C:47]1[CH:54]=[CH:53][CH:52]=[C:51]([O:55][CH2:56][C:57]([NH2:60])([CH3:59])[CH3:58])[C:48]=1[C:49]#[N:50]. Product: [NH2:46][C:47]1[C:48]([C:49]#[N:50])=[C:51]([CH:52]=[CH:53][CH:54]=1)[O:55][CH2:56][C:57]([NH:60][C:18](=[O:20])[C:17]1[CH:21]=[CH:22][N:23]=[C:15]([N:10]2[CH:14]=[CH:13][N:12]=[CH:11]2)[CH:16]=1)([CH3:59])[CH3:58]. The catalyst class is: 18. (4) Reactant: [CH3:1][N:2]1[C:7](=[O:8])[CH:6]=[C:5]([N:9]2[CH2:14][CH2:13][O:12][CH2:11][CH2:10]2)[N:4]=[C:3]1[CH2:15][C:16]([O-:18])=O.[Na+].Cl.[F:21][C:22]1[C:30]([F:31])=[CH:29][CH:28]=[C:27]2[C:23]=1[CH2:24][CH2:25][NH:26]2.Cl.CN(C)CCCN=C=NCC. Product: [F:21][C:22]1[C:30]([F:31])=[CH:29][CH:28]=[C:27]2[C:23]=1[CH2:24][CH2:25][N:26]2[C:16](=[O:18])[CH2:15][C:3]1[N:2]([CH3:1])[C:7](=[O:8])[CH:6]=[C:5]([N:9]2[CH2:10][CH2:11][O:12][CH2:13][CH2:14]2)[N:4]=1. The catalyst class is: 672. (5) Reactant: [C:1]([CH2:9][C:10]([O:12][CH2:13][CH3:14])=[O:11])(=[O:8])[C:2]1[CH:7]=[CH:6][CH:5]=[CH:4][CH:3]=1.Cl.[NH2:16][NH:17][C:18]([NH2:20])=[O:19].N1C=CC=CC=1. Product: [NH2:16][NH:17][C:18]([NH2:20])=[O:19].[C:1]([CH2:9][C:10]([O:12][CH2:13][CH3:14])=[O:11])(=[O:8])[C:2]1[CH:7]=[CH:6][CH:5]=[CH:4][CH:3]=1. The catalyst class is: 24. (6) Reactant: CS(O[CH2:6][CH2:7][C:8]1[CH:13]=[CH:12][CH:11]=[C:10]([CH:14]([O:18][CH2:19][CH3:20])[O:15][CH2:16][CH3:17])[CH:9]=1)(=O)=O.FC(F)(F)C(O)=O.[CH3:28][C:29]1[S:33][C:32]([C:34]([N:36]2[CH2:41][C:40]3([CH2:46][CH2:45][NH:44][CH2:43][CH2:42]3)[O:39][CH2:38][CH2:37]2)=[O:35])=[CH:31][CH:30]=1.C(N(CC)CC)C. Product: [CH2:19]([O:18][CH:14]([O:15][CH2:16][CH3:17])[C:10]1[CH:9]=[C:8]([CH:13]=[CH:12][CH:11]=1)[CH2:7][CH2:6][N:44]1[CH2:45][CH2:46][C:40]2([O:39][CH2:38][CH2:37][N:36]([C:34]([C:32]3[S:33][C:29]([CH3:28])=[CH:30][CH:31]=3)=[O:35])[CH2:41]2)[CH2:42][CH2:43]1)[CH3:20]. The catalyst class is: 10.